Dataset: Catalyst prediction with 721,799 reactions and 888 catalyst types from USPTO. Task: Predict which catalyst facilitates the given reaction. (1) Reactant: [C:1]([NH:4][C:5]1[CH:6]=[C:7]2[C:11](=[CH:12][CH:13]=1)[C:10]1([C:17](=[O:18])[N:16]([CH2:19][C:20](O)=[O:21])[C:15](=[O:23])[NH:14]1)[CH2:9][CH2:8]2)(=[O:3])[CH3:2].[CH2:24]([NH:31][C@H:32]([CH:34]1[CH2:36][CH2:35]1)[CH3:33])[C:25]1[CH:30]=[CH:29][CH:28]=[CH:27][CH:26]=1.CN(C(ON1N=NC2C=CC=NC1=2)=[N+](C)C)C.F[P-](F)(F)(F)(F)F.CCN(C(C)C)C(C)C. Product: [C:1]([NH:4][C:5]1[CH:6]=[C:7]2[C:11](=[CH:12][CH:13]=1)[C:10]1([C:17](=[O:18])[N:16]([CH2:19][C:20]([N:31]([CH2:24][C:25]3[CH:30]=[CH:29][CH:28]=[CH:27][CH:26]=3)[C@H:32]([CH:34]3[CH2:36][CH2:35]3)[CH3:33])=[O:21])[C:15](=[O:23])[NH:14]1)[CH2:9][CH2:8]2)(=[O:3])[CH3:2]. The catalyst class is: 2. (2) Reactant: [OH:1][C@@H:2]1[CH2:30][N:5]2[C:6]3[N:27]=[C:26]([S:28][CH3:29])[N:25]=[CH:24][C:7]=3[C:8](=[O:23])[N:9]([C:11]3[CH:12]=[CH:13][CH:14]=[C:15]4[C:20]=3[N:19]=[CH:18][N:17]([CH3:21])[C:16]4=[O:22])[CH2:10][C@@H:4]2[CH2:3]1.[H-].[Na+].[CH3:33]I.[Cl-].[NH4+]. Product: [CH3:33][O:1][C@@H:2]1[CH2:30][N:5]2[C:6]3[N:27]=[C:26]([S:28][CH3:29])[N:25]=[CH:24][C:7]=3[C:8](=[O:23])[N:9]([C:11]3[CH:12]=[CH:13][CH:14]=[C:15]4[C:20]=3[N:19]=[CH:18][N:17]([CH3:21])[C:16]4=[O:22])[CH2:10][C@@H:4]2[CH2:3]1. The catalyst class is: 39. (3) Reactant: Br[C:2]1[CH:12]=[CH:11][C:5]2[CH2:6][S:7](=[O:10])(=[O:9])[CH2:8][C:4]=2[CH:3]=1.[CH:13]1C=CC(P(C2C=CC=CC=2)C2C=CC=CC=2)=C[CH:14]=1.C([Si](C)(C)C)=C. Product: [CH:13]([C:2]1[CH:12]=[CH:11][C:5]2[CH2:6][S:7](=[O:10])(=[O:9])[CH2:8][C:4]=2[CH:3]=1)=[CH2:14]. The catalyst class is: 416. (4) Reactant: CO[CH2:3][CH2:4][O:5][C:6]1[N:10]=[C:9]([CH:11]2[CH2:16][CH:15]([C:17]3[CH:22]=[CH:21][C:20]([CH2:23][C:24]([F:27])([F:26])[F:25])=[CH:19][CH:18]=3)[CH2:14][N:13]([C:28]([O:30]C3C=CC([N+]([O-])=O)=CC=3)=O)[CH2:12]2)[O:8][N:7]=1.Cl.[OH:41][CH:42]1[CH2:45][NH:44][CH2:43]1.C(=O)([O-])[O-].[K+].[K+]. Product: [CH2:4]([O:5][C:6]1[N:10]=[C:9]([CH:11]2[CH2:16][CH:15]([C:17]3[CH:22]=[CH:21][C:20]([CH2:23][C:24]([F:27])([F:25])[F:26])=[CH:19][CH:18]=3)[CH2:14][N:13]([C:28]([N:44]3[CH2:45][CH:42]([OH:41])[CH2:43]3)=[O:30])[CH2:12]2)[O:8][N:7]=1)[CH3:3]. The catalyst class is: 3. (5) Reactant: [C:1]([O:5][C:6]([N:8]1[CH2:12][C@@H:11]([NH:13]C(OCC[Si](C)(C)C)=O)[C@H:10]([CH2:23][NH:24][CH:25]([CH3:27])[CH3:26])[CH2:9]1)=[O:7])([CH3:4])([CH3:3])[CH3:2].[C:28]([NH:31][CH2:32][CH2:33][O:34][C:35]1[CH:36]=[C:37]([CH:41]=[CH:42][C:43]=1[O:44][CH3:45])[C:38](O)=[O:39])(=[O:30])[CH3:29].CCCCCC.CCOC(C)=O.CC#N.O. Product: [C:1]([O:5][C:6]([N:8]1[CH2:12][C@@H:11]([NH2:13])[C@H:10]([CH2:23][N:24]([C:38](=[O:39])[C:37]2[CH:41]=[CH:42][C:43]([O:44][CH3:45])=[C:35]([O:34][CH2:33][CH2:32][NH:31][C:28](=[O:30])[CH3:29])[CH:36]=2)[CH:25]([CH3:26])[CH3:27])[CH2:9]1)=[O:7])([CH3:2])([CH3:3])[CH3:4]. The catalyst class is: 578.